From a dataset of Forward reaction prediction with 1.9M reactions from USPTO patents (1976-2016). Predict the product of the given reaction. (1) Given the reactants [NH2:1][C:2]1[C:3]([NH:18][CH2:19][C:20]2[CH:25]=[CH:24][C:23]([O:26][CH3:27])=[CH:22][CH:21]=2)=[N:4][C:5]([C:8]2[CH:17]=[CH:16][CH:15]=[C:14]3[C:9]=2[CH:10]=[CH:11][CH:12]=[N:13]3)=[CH:6][N:7]=1.BrC1N=C(NCC2C=C[C:40]([O:43]C)=CC=2)C(N)=NC=1.N1C2C=CC=C(B(O)O)C=2C=CC=1.C(=O)([O-])[O-].[K+].[K+], predict the reaction product. The product is: [CH3:27][O:26][C:23]1[CH:24]=[CH:25][C:20]([CH2:19][N:18]2[C:3]3=[N:4][C:5]([C:8]4[CH:17]=[CH:16][CH:15]=[C:14]5[C:9]=4[CH:10]=[CH:11][CH:12]=[N:13]5)=[CH:6][N:7]=[C:2]3[NH:1][C:40]2=[O:43])=[CH:21][CH:22]=1. (2) Given the reactants [CH3:1][C:2]([S@@:5]([NH2:7])=[O:6])([CH3:4])[CH3:3].[O:8]1[C:12]2([CH2:17][CH2:16][CH2:15][CH2:14][CH2:13]2)[O:11][CH2:10][C@@H:9]1[CH:18]=O, predict the reaction product. The product is: [O:8]1[C:12]2([CH2:17][CH2:16][CH2:15][CH2:14][CH2:13]2)[O:11][CH2:10][C@@H:9]1/[CH:18]=[N:7]\[S@:5]([C:2]([CH3:4])([CH3:3])[CH3:1])=[O:6]. (3) Given the reactants N1C=CC=CC=1.[C:7](Cl)(=[O:9])[CH3:8].[Cl:11][C:12]1[C:13]([CH2:34][OH:35])=[C:14]([N:18]2[CH:27]=[CH:26][C:25]3[C:20](=[C:21]([F:32])[CH:22]=[C:23]([C:28]([CH3:31])([CH3:30])[CH3:29])[CH:24]=3)[C:19]2=[O:33])[CH:15]=[CH:16][CH:17]=1.O, predict the reaction product. The product is: [C:7]([O:35][CH2:34][C:13]1[C:14]([N:18]2[CH:27]=[CH:26][C:25]3[C:20](=[C:21]([F:32])[CH:22]=[C:23]([C:28]([CH3:30])([CH3:31])[CH3:29])[CH:24]=3)[C:19]2=[O:33])=[CH:15][CH:16]=[CH:17][C:12]=1[Cl:11])(=[O:9])[CH3:8]. (4) Given the reactants [F:1][C:2]1[CH:3]=[CH:4][C:5]([N+:15]([O-])=O)=[C:6]([NH:8][C:9]2[CH:10]=[N:11][N:12]([CH3:14])[CH:13]=2)[CH:7]=1, predict the reaction product. The product is: [F:1][C:2]1[CH:7]=[C:6]([NH:8][C:9]2[CH:10]=[N:11][N:12]([CH3:14])[CH:13]=2)[C:5]([NH2:15])=[CH:4][CH:3]=1. (5) Given the reactants [Cl:1][S:2]([OH:5])(=[O:4])=[O:3].[Cl:6][CH2:7][CH2:8][Cl:9], predict the reaction product. The product is: [Cl:1][S:2]([OH:5])(=[O:4])=[O:3].[Cl:6][CH2:7][CH2:8][Cl:9].